Dataset: Full USPTO retrosynthesis dataset with 1.9M reactions from patents (1976-2016). Task: Predict the reactants needed to synthesize the given product. (1) Given the product [CH:1]1([C:4]([N:6]2[CH2:11][CH2:10][N:9]([C:12]3[N:19]=[C:18]([CH:20]4[CH2:22][CH2:21]4)[C:17]([CH:23]4[O:28][CH2:27][CH2:26][NH:25][CH2:24]4)=[CH:16][C:13]=3[C:14]#[N:15])[CH2:8][C@H:7]2[CH3:41])=[O:5])[CH2:3][CH2:2]1, predict the reactants needed to synthesize it. The reactants are: [CH:1]1([C:4]([N:6]2[CH2:11][CH2:10][N:9]([C:12]3[N:19]=[C:18]([CH:20]4[CH2:22][CH2:21]4)[C:17]([CH:23]4[O:28][CH2:27][CH2:26][N:25](S(C5C=CC([N+]([O-])=O)=CC=5)(=O)=O)[CH2:24]4)=[CH:16][C:13]=3[C:14]#[N:15])[CH2:8][C@H:7]2[CH3:41])=[O:5])[CH2:3][CH2:2]1.C(S)CCC.O[Li].O. (2) Given the product [C:1]1([C:1]2[CH:6]=[CH:5][CH:4]=[CH:3][CH:2]=2)[CH:6]=[CH:5][CH:4]=[CH:3][CH:2]=1, predict the reactants needed to synthesize it. The reactants are: [C:1]1(B(O)O)[CH:6]=[CH:5][CH:4]=[CH:3][CH:2]=1.C(=O)=O. (3) Given the product [CH3:1][O:2][C:3](=[O:29])[C@@H:4]([NH:18][C:19]([C:20]1[CH:21]=[C:22]([C:33]2[CH:34]=[CH:35][C:36]([F:37])=[C:31]([Cl:30])[CH:32]=2)[CH:23]=[CH:24][C:25]=1[OH:47])=[O:28])[CH2:5][C:6]1[CH:11]=[CH:10][C:9]([C:12]2[CH:17]=[CH:16][CH:15]=[CH:14][CH:13]=2)=[CH:8][CH:7]=1, predict the reactants needed to synthesize it. The reactants are: [CH3:1][O:2][C:3](=[O:29])[C@@H:4]([NH:18][C:19](=[O:28])[C:20]1[CH:25]=[C:24](Br)[C:23](O)=[CH:22][CH:21]=1)[CH2:5][C:6]1[CH:11]=[CH:10][C:9]([C:12]2[CH:17]=[CH:16][CH:15]=[CH:14][CH:13]=2)=[CH:8][CH:7]=1.[Cl:30][C:31]1[CH:32]=[C:33](B(O)O)[CH:34]=[CH:35][C:36]=1[F:37].C[Si](Br)(C)C.C(O)(C(F)(F)F)=[O:47].C(Cl)Cl. (4) Given the product [Br:8][C:9]1[C:10]([CH3:18])=[C:11](/[C:15](=[N:7]/[S@@:5]([C:2]([CH3:4])([CH3:3])[CH3:1])=[O:6])/[CH3:16])[CH:12]=[CH:13][CH:14]=1, predict the reactants needed to synthesize it. The reactants are: [CH3:1][C:2]([S@:5]([NH2:7])=[O:6])([CH3:4])[CH3:3].[Br:8][C:9]1[C:10]([CH3:18])=[C:11]([C:15](=O)[CH3:16])[CH:12]=[CH:13][CH:14]=1. (5) Given the product [O:13]1[CH2:18][CH2:17][CH:16]([NH:19][C:10]([C:3]2[C:4]3=[N:5][CH:6]=[CH:7][CH:8]=[C:9]3[NH:1][CH:2]=2)=[O:12])[CH2:15][CH2:14]1, predict the reactants needed to synthesize it. The reactants are: [NH:1]1[C:9]2[C:4](=[N:5][CH:6]=[CH:7][CH:8]=2)[C:3]([C:10]([OH:12])=O)=[CH:2]1.[O:13]1[CH2:18][CH2:17][CH:16]([NH2:19])[CH2:15][CH2:14]1.F[P-](F)(F)(F)(F)F.N1(O[P+](N(C)C)(N(C)C)N(C)C)C2C=CC=CC=2N=N1. (6) Given the product [NH2:8][C@@H:9]([C:13]([CH3:14])([CH3:15])[CH3:16])[C:10]([NH:23][C:18]1[CH:19]=[CH:20][CH:21]=[CH:22][N:17]=1)=[O:12], predict the reactants needed to synthesize it. The reactants are: C(OC([NH:8][C@@H:9]([C:13]([CH3:16])([CH3:15])[CH3:14])[C:10]([OH:12])=O)=O)(C)(C)C.[N:17]1[CH:22]=[CH:21][CH:20]=[CH:19][C:18]=1[NH2:23].CCN(C(C)C)C(C)C.CN(C(ON1N=NC2C=CC=NC1=2)=[N+](C)C)C.F[P-](F)(F)(F)(F)F.Cl. (7) Given the product [Br:1][C:2]1[N:7]=[CH:6][C:5]2[CH:8]=[C:9]([C:11]3[CH:12]=[N:13][N:14]([CH3:16])[CH:15]=3)[N:10]([CH2:28][CH2:29][O:30][CH3:31])[C:4]=2[CH:3]=1, predict the reactants needed to synthesize it. The reactants are: [Br:1][C:2]1[N:7]=[CH:6][C:5]2[CH:8]=[C:9]([C:11]3[CH:12]=[N:13][N:14]([CH3:16])[CH:15]=3)[NH:10][C:4]=2[CH:3]=1.C[Si](C)(C)[N-][Si](C)(C)C.[Na+].C1[CH2:31][O:30][CH2:29][CH2:28]1.BrCCOC. (8) Given the product [CH2:1]([C:16]1[CH:17]([CH3:19])[CH2:18][C:13]2[C:14]=1[S:15][CH:11]([C:9]1[C:8]3[CH:30]=[CH:31][CH:32]=[CH:33][C:7]=3[S:6][CH:10]=1)[C:12]=2[C:21]1[C:22]2[CH:29]=[CH:28][CH:27]=[CH:26][C:23]=2[S:24][CH:25]=1)[CH2:2][CH2:3][CH3:4], predict the reactants needed to synthesize it. The reactants are: [CH2:1]([Li])[CH2:2][CH2:3][CH3:4].[S:6]1[CH:10]=[C:9]([C:11]2[S:15][C:14]3[C:16](=O)[CH:17]([CH3:19])[CH2:18][C:13]=3[C:12]=2[C:21]2[C:22]3[CH:29]=[CH:28][CH:27]=[CH:26][C:23]=3[S:24][CH:25]=2)[C:8]2[CH:30]=[CH:31][CH:32]=[CH:33][C:7]1=2.O. (9) The reactants are: [CH2:1]([C:3]1[CH:12]=[CH:11][C:10]2[C:9](=[O:13])[N:8]([CH3:14])[C:7]([NH:15][C:16]3[CH:21]=[CH:20][C:19]([I:22])=[CH:18][C:17]=3[F:23])=[C:6]([C:24]([NH:26][O:27][CH2:28][CH2:29][O:30][Si](C(C)(C)C)(C)C)=[O:25])[C:5]=2[N:4]=1)[CH3:2].CCCC[N+](CCCC)(CCCC)CCCC.[F-]. Given the product [CH2:1]([C:3]1[CH:12]=[CH:11][C:10]2[C:9](=[O:13])[N:8]([CH3:14])[C:7]([NH:15][C:16]3[CH:21]=[CH:20][C:19]([I:22])=[CH:18][C:17]=3[F:23])=[C:6]([C:24]([NH:26][O:27][CH2:28][CH2:29][OH:30])=[O:25])[C:5]=2[N:4]=1)[CH3:2], predict the reactants needed to synthesize it. (10) Given the product [CH3:30][O:29][C:26]1[CH:27]=[CH:28][C:23]([NH:22][C:20](=[O:21])[CH2:19][O:7][C:8]2[CH:9]=[CH:10][C:11]([C:12]([O:14][CH3:15])=[O:13])=[CH:16][CH:17]=2)=[CH:24][CH:25]=1, predict the reactants needed to synthesize it. The reactants are: C(=O)([O-])[O-].[K+].[K+].[OH:7][C:8]1[CH:17]=[CH:16][C:11]([C:12]([O:14][CH3:15])=[O:13])=[CH:10][CH:9]=1.Cl[CH2:19][C:20]([NH:22][C:23]1[CH:28]=[CH:27][C:26]([O:29][CH3:30])=[CH:25][CH:24]=1)=[O:21].O.